Dataset: Full USPTO retrosynthesis dataset with 1.9M reactions from patents (1976-2016). Task: Predict the reactants needed to synthesize the given product. (1) The reactants are: [CH2:1]([NH:3][C:4]1[C:5]([NH2:17])=[CH:6][C:7]([S:10]([C:13]([F:16])([F:15])[F:14])(=[O:12])=[O:11])=[CH:8][CH:9]=1)[CH3:2].[CH:18]([C:20]1[CH:29]=[CH:28][C:23]([C:24]([O:26][CH3:27])=[O:25])=[CH:22][CH:21]=1)=O. Given the product [CH3:27][O:26][C:24](=[O:25])[C:23]1[CH:28]=[CH:29][C:20]([C:18]2[N:3]([CH2:1][CH3:2])[C:4]3[CH:9]=[CH:8][C:7]([S:10]([C:13]([F:16])([F:14])[F:15])(=[O:11])=[O:12])=[CH:6][C:5]=3[N:17]=2)=[CH:21][CH:22]=1, predict the reactants needed to synthesize it. (2) Given the product [Cl:1][C:2]1[N:3]=[CH:4][C:5]([NH2:10])=[C:6]([O:8][CH3:9])[CH:7]=1, predict the reactants needed to synthesize it. The reactants are: [Cl:1][C:2]1[CH:7]=[C:6]([O:8][CH3:9])[C:5]([N+:10]([O-])=O)=[CH:4][N:3]=1. (3) Given the product [Cl:1][C:2]1[N:3]=[CH:4][N:5]=[C:6]([O:8][C:9]2[CH:10]=[CH:11][C:12]([NH:15][C:16]([NH:31][C:30]3[CH:32]=[CH:33][C:27]([CH2:26][N:23]4[CH2:22][CH2:21][N:20]([CH2:18][CH3:19])[CH2:25][CH2:24]4)=[C:28]([CH3:34])[CH:29]=3)=[O:17])=[CH:13][CH:14]=2)[CH:7]=1, predict the reactants needed to synthesize it. The reactants are: [Cl:1][C:2]1[CH:7]=[C:6]([O:8][C:9]2[CH:14]=[CH:13][C:12]([N:15]=[C:16]=[O:17])=[CH:11][CH:10]=2)[N:5]=[CH:4][N:3]=1.[CH2:18]([N:20]1[CH2:25][CH2:24][N:23]([CH2:26][C:27]2[CH:33]=[CH:32][C:30]([NH2:31])=[CH:29][C:28]=2[CH3:34])[CH2:22][CH2:21]1)[CH3:19]. (4) Given the product [N:1]1[C:11]2[N:10]([C:18](=[O:19])[CH2:17][Cl:16])[C:9]3[CH:12]=[CH:13][CH:14]=[CH:15][C:8]=3[CH2:7][CH2:6][C:5]=2[CH:4]=[CH:3][CH:2]=1, predict the reactants needed to synthesize it. The reactants are: [N:1]1[C:11]2[NH:10][C:9]3[CH:12]=[CH:13][CH:14]=[CH:15][C:8]=3[CH2:7][CH2:6][C:5]=2[CH:4]=[CH:3][CH:2]=1.[Cl:16][CH2:17][C:18](Cl)=[O:19].